From a dataset of Catalyst prediction with 721,799 reactions and 888 catalyst types from USPTO. Predict which catalyst facilitates the given reaction. (1) Product: [OH:2][C:3]1[CH:8]=[CH:7][C:6]([O:9][C:10]([F:13])([F:11])[F:12])=[CH:5][C:4]=1[B:14]([OH:16])[OH:15]. The catalyst class is: 4. Reactant: C[O:2][C:3]1[CH:8]=[CH:7][C:6]([O:9][C:10]([F:13])([F:12])[F:11])=[CH:5][C:4]=1[B:14]([OH:16])[OH:15].B(Br)(Br)Br. (2) Reactant: [CH3:1][O:2][CH2:3][CH2:4][O:5][CH2:6][O:7][C:8]1[C:13]([C:14]2[CH:19]=[CH:18][CH:17]=[CH:16][CH:15]=2)=[CH:12][C:11]([OH:20])=[CH:10][C:9]=1[C:21]1[CH:26]=[CH:25][CH:24]=[CH:23][CH:22]=1.C([O-])([O-])=O.[K+].[K+].Br[CH2:34][CH2:35][CH2:36][CH3:37]. Product: [CH3:1][O:2][CH2:3][CH2:4][O:5][CH2:6][O:7][C:8]1[C:13]([C:14]2[CH:19]=[CH:18][CH:17]=[CH:16][CH:15]=2)=[CH:12][C:11]([O:20][CH2:34][CH2:35][CH2:36][CH3:37])=[CH:10][C:9]=1[C:21]1[CH:26]=[CH:25][CH:24]=[CH:23][CH:22]=1. The catalyst class is: 303. (3) Reactant: [CH2:1]([Cl:8])[C:2]1[CH:7]=[CH:6][CH:5]=[CH:4][CH:3]=1.[F:9][C:10]([F:18])([F:17])[C:11]1[CH:16]=[CH:15][N:14]=[CH:13][CH:12]=1.CC(OC)(C)C. Product: [Cl-:8].[CH2:1]([N+:14]1[CH:15]=[CH:16][C:11]([C:10]([F:18])([F:17])[F:9])=[CH:12][CH:13]=1)[C:2]1[CH:7]=[CH:6][CH:5]=[CH:4][CH:3]=1. The catalyst class is: 10. (4) Reactant: [CH2:1]([N:4]([CH2:12][CH2:13][C:14]1[CH:23]=[CH:22][C:17]2[C:18](=[O:21])[O:19][CH2:20][C:16]=2[CH:15]=1)[C:5](=[O:11])[O:6][C:7]([CH3:10])([CH3:9])[CH3:8])[CH:2]=C.[O:24]=[O+][O-].CSC. Product: [O:21]=[C:18]1[C:17]2[CH:22]=[CH:23][C:14]([CH2:13][CH2:12][N:4]([CH2:1][CH:2]=[O:24])[C:5](=[O:11])[O:6][C:7]([CH3:9])([CH3:10])[CH3:8])=[CH:15][C:16]=2[CH2:20][O:19]1. The catalyst class is: 191. (5) Reactant: C(OC(=O)[NH:7][C:8]1[CH:13]=[CH:12][CH:11]=[C:10]([C:14]2[NH:15][O:16][C:17](=[O:19])[N:18]=2)[CH:9]=1)(C)(C)C.Cl. Product: [NH2:7][C:8]1[CH:9]=[C:10]([C:14]2[NH:15][O:16][C:17](=[O:19])[N:18]=2)[CH:11]=[CH:12][CH:13]=1. The catalyst class is: 14. (6) Reactant: CN(C=O)C.[CH3:6][O:7][C:8]1[CH:13]=[CH:12][CH:11]=[CH:10][C:9]=1[C:14]1([CH3:21])[NH:18][C:17](=[O:19])[NH:16][C:15]1=[O:20].C([O-])([O-])=O.[K+].[K+].Br[CH2:29][C:30]1[CH:35]=[CH:34][C:33]([O:36][CH3:37])=[CH:32][CH:31]=1. Product: [CH3:37][O:36][C:33]1[CH:34]=[CH:35][C:30]([CH2:29][N:16]2[C:15](=[O:20])[C:14]([C:9]3[CH:10]=[CH:11][CH:12]=[CH:13][C:8]=3[O:7][CH3:6])([CH3:21])[NH:18][C:17]2=[O:19])=[CH:31][CH:32]=1. The catalyst class is: 6. (7) Product: [C:18]([O:21][CH2:22][C:23]1[C:24]([N:38]2[CH2:50][CH2:49][N:41]3[C:42]4[CH2:43][CH2:44][CH2:45][CH2:46][C:47]=4[CH:48]=[C:40]3[C:39]2=[O:51])=[N:25][CH:26]=[CH:27][C:28]=1[C:29]1[CH:34]=[C:33]([NH:1][C:2]2[CH:3]=[CH:4][C:5]([C:8]([N:10]3[C@@H:15]([CH3:16])[CH2:14][O:13][CH2:12][C@H:11]3[CH3:17])=[O:9])=[CH:6][N:7]=2)[C:32](=[O:36])[N:31]([CH3:37])[CH:30]=1)(=[O:20])[CH3:19]. Reactant: [NH2:1][C:2]1[N:7]=[CH:6][C:5]([C:8]([N:10]2[C@@H:15]([CH3:16])[CH2:14][O:13][CH2:12][C@H:11]2[CH3:17])=[O:9])=[CH:4][CH:3]=1.[C:18]([O:21][CH2:22][C:23]1[C:24]([N:38]2[CH2:50][CH2:49][N:41]3[C:42]4[CH2:43][CH2:44][CH2:45][CH2:46][C:47]=4[CH:48]=[C:40]3[C:39]2=[O:51])=[N:25][CH:26]=[CH:27][C:28]=1[C:29]1[CH:34]=[C:33](Br)[C:32](=[O:36])[N:31]([CH3:37])[CH:30]=1)(=[O:20])[CH3:19].C(=O)([O-])[O-].[Cs+].[Cs+].CC1(C)C2C(=C(P(C3C=CC=CC=3)C3C=CC=CC=3)C=CC=2)OC2C(P(C3C=CC=CC=3)C3C=CC=CC=3)=CC=CC1=2. The catalyst class is: 102. (8) The catalyst class is: 2. Reactant: [CH2:1]([S:8][C:9]1[N:14]=[C:13]([O:15][CH:16]([CH3:18])[CH3:17])[CH:12]=[C:11]([CH3:19])[N:10]=1)[C:2]1[CH:7]=[CH:6][CH:5]=[CH:4][CH:3]=1.ClC1C=C(C=CC=1)C(OO)=[O:25].[OH2:31]. Product: [CH2:1]([S:8]([C:9]1[N:14]=[C:13]([O:15][CH:16]([CH3:17])[CH3:18])[CH:12]=[C:11]([CH3:19])[N:10]=1)(=[O:25])=[O:31])[C:2]1[CH:3]=[CH:4][CH:5]=[CH:6][CH:7]=1.